Predict the reactants needed to synthesize the given product. From a dataset of Full USPTO retrosynthesis dataset with 1.9M reactions from patents (1976-2016). (1) Given the product [Na+:1].[Na+:1].[Na+:1].[Na+:1].[C:43]([CH2:46][CH2:47][CH2:48][C:49]1([CH3:70])[C:57]2[C:52](=[CH:53][CH:54]=[C:55]([S:58]([OH:61])(=[O:60])=[O:59])[CH:56]=2)[N:51]([CH2:62][CH2:63][CH2:64][S:65]([OH:68])(=[O:66])=[O:67])/[C:50]/1=[CH:69]/[CH:27]=[CH:26]/[CH:25]=[CH:24]/[C:5]1[C:4]([CH3:3])([CH2:35][CH2:36][CH2:37][S:38]([OH:41])(=[O:39])=[O:40])[C:12]2[C:7](=[CH:8][CH:9]=[C:10]([S:13]([OH:16])(=[O:15])=[O:14])[CH:11]=2)[N+:6]=1[CH2:17][CH2:18][CH2:19][S:20]([OH:23])(=[O:21])=[O:22])([OH:45])=[O:44], predict the reactants needed to synthesize it. The reactants are: [Na+:1].[Na+].[CH3:3][C:4]1([CH2:35][CH2:36][CH2:37][S:38]([OH:41])(=[O:40])=[O:39])[C:12]2[C:7](=[CH:8][CH:9]=[C:10]([S:13]([OH:16])(=[O:15])=[O:14])[CH:11]=2)[N+:6]([CH2:17][CH2:18][CH2:19][S:20]([OH:23])(=[O:22])=[O:21])=[C:5]1/[CH:24]=[CH:25]/[CH:26]=[CH:27]/NC1C=CC=CC=1.[Na].[C:43]([CH2:46][CH2:47][CH2:48][C:49]1([CH3:70])[C:57]2[C:52](=[CH:53][CH:54]=[C:55]([S:58]([O-:61])(=[O:60])=[O:59])[CH:56]=2)[N+:51]([CH2:62][CH2:63][CH2:64][S:65]([OH:68])(=[O:67])=[O:66])=[C:50]1[CH3:69])([OH:45])=[O:44].N1C=CC=CC=1.CCOCC. (2) Given the product [CH2:1]([O:5][C:7]1[CH:8]=[CH:9][C:10]([C:13]([O:15][CH3:16])=[O:14])=[N:11][CH:12]=1)[C:2]#[C:3][CH3:4], predict the reactants needed to synthesize it. The reactants are: [CH2:1]([OH:5])[C:2]#[C:3][CH3:4].O[C:7]1[CH:8]=[CH:9][C:10]([C:13]([O:15][CH3:16])=[O:14])=[N:11][CH:12]=1.C1(P(C2C=CC=CC=2)C2C=CC=CC=2)C=CC=CC=1.N(C(OC(C)C)=O)=NC(OC(C)C)=O. (3) Given the product [Br:15][C:13]1[CH:14]=[C:9]([NH:7][C:4]2[CH:3]=[C:2]([CH3:1])[NH:6][N:5]=2)[C:10](=[O:17])[N:11]([CH3:16])[CH:12]=1, predict the reactants needed to synthesize it. The reactants are: [CH3:1][C:2]1[NH:6][N:5]=[C:4]([NH2:7])[CH:3]=1.Br[C:9]1[C:10](=[O:17])[N:11]([CH3:16])[CH:12]=[C:13]([Br:15])[CH:14]=1.C(=O)([O-])[O-].[Cs+].[Cs+].CC1(C)C2C(=C(P(C3C=CC=CC=3)C3C=CC=CC=3)C=CC=2)OC2C(P(C3C=CC=CC=3)C3C=CC=CC=3)=CC=CC1=2. (4) Given the product [C:13]([OH:27])(=[O:26])[C:14]1[CH:25]=[CH:24][C:20]([C:21]([OH:23])=[O:22])=[CH:19][CH:15]=1, predict the reactants needed to synthesize it. The reactants are: C(O)(=O)C1C=CC=C(C(O)=O)C=1.[C:13]([OH:27])(=[O:26])[C:14]1[C:15](=[CH:19][C:20](=[CH:24][CH:25]=1)[C:21]([OH:23])=[O:22])C(O)=O.OC1C=CC(C(C2C=CC(O)=CC=2)(C)C)=CC=1.C1O[C@@H]2[C@@H](O)CO[C@@H]2[C@@H]1O. (5) Given the product [C:1]12([CH2:11][C:12]([NH:14][C:15]3[CH:24]=[CH:23][CH:22]=[C:21]4[C:16]=3[CH:17]=[CH:18][C:19]([NH:25][CH2:26][CH2:27][N:28]([CH2:30][CH2:29][OH:32])[CH2:40][CH2:39][OH:43])=[N:20]4)=[O:13])[CH2:10][CH:5]3[CH2:4][CH:3]([CH2:9][CH:7]([CH2:6]3)[CH2:8]1)[CH2:2]2, predict the reactants needed to synthesize it. The reactants are: [C:1]12([CH2:11][C:12]([NH:14][C:15]3[CH:24]=[CH:23][CH:22]=[C:21]4[C:16]=3[CH:17]=[CH:18][C:19]([NH:25][CH2:26][CH2:27][NH2:28])=[N:20]4)=[O:13])[CH2:10][CH:5]3[CH2:6][CH:7]([CH2:9][CH:3]([CH2:4]3)[CH2:2]1)[CH2:8]2.[CH2:29]([OH:32])[CH:30]=O.C([BH3-])#N.[Na+].CN1CC[CH2:40][C:39]1=[O:43]. (6) Given the product [ClH:44].[NH2:7][C@H:8]([CH2:33][C:34]1[CH:39]=[C:38]([F:40])[C:37]([F:41])=[CH:36][C:35]=1[F:42])[CH2:9][C:10]([N:12]1[CH2:17][CH2:16][N:15]2[C:18]([C:29]([F:32])([F:31])[F:30])=[N:19][C:20]([C:21]([N:23]3[CH2:27][CH2:26][C@@H:25]([OH:28])[CH2:24]3)=[O:22])=[C:14]2[CH2:13]1)=[O:11], predict the reactants needed to synthesize it. The reactants are: C(OC(=O)[NH:7][C@H:8]([CH2:33][C:34]1[CH:39]=[C:38]([F:40])[C:37]([F:41])=[CH:36][C:35]=1[F:42])[CH2:9][C:10]([N:12]1[CH2:17][CH2:16][N:15]2[C:18]([C:29]([F:32])([F:31])[F:30])=[N:19][C:20]([C:21]([N:23]3[CH2:27][CH2:26][C@@H:25]([OH:28])[CH2:24]3)=[O:22])=[C:14]2[CH2:13]1)=[O:11])(C)(C)C.[ClH:44]. (7) Given the product [OH:1][CH:2]1[CH2:3][CH2:4][N:5]([C:8]([O:10][C:11]([CH3:14])([CH3:13])[CH3:12])=[O:9])[CH2:6][CH2:7]1, predict the reactants needed to synthesize it. The reactants are: [O:1]=[C:2]1[CH2:7][CH2:6][N:5]([C:8]([O:10][C:11]([CH3:14])([CH3:13])[CH3:12])=[O:9])[CH2:4][CH2:3]1.[BH4-].[Na+].